From a dataset of Catalyst prediction with 721,799 reactions and 888 catalyst types from USPTO. Predict which catalyst facilitates the given reaction. (1) Reactant: [CH3:1][O:2][C:3](=[O:12])[C:4]1[CH:9]=[CH:8][CH:7]=[C:6]([OH:10])[C:5]=1[OH:11].N1C=CC=CC=1.[F:19][C:20]([F:33])([F:32])[S:21](O[S:21]([C:20]([F:33])([F:32])[F:19])(=[O:23])=[O:22])(=[O:23])=[O:22]. Product: [CH3:1][O:2][C:3](=[O:12])[C:4]1[CH:9]=[CH:8][CH:7]=[C:6]([O:10][S:21]([C:20]([F:33])([F:32])[F:19])(=[O:23])=[O:22])[C:5]=1[OH:11]. The catalyst class is: 154. (2) Reactant: Br[CH2:2][CH2:3][N:4]1[C:8]([CH2:9]Br)=[CH:7][C:6]([N+:11]([O-:13])=[O:12])=[N:5]1.[NH3:14]. Product: [N+:11]([C:6]1[CH:7]=[C:8]2[CH2:9][NH:14][CH2:2][CH2:3][N:4]2[N:5]=1)([O-:13])=[O:12]. The catalyst class is: 12. (3) Reactant: [CH:1]1([NH:4][C:5](=[O:47])[NH:6][C:7]2[CH:45]=[CH:44][C:10]([O:11][C:12]3[CH:17]=[CH:16][N:15]=[C:14]4[CH:18]=[C:19]([C:21]5[N:26]=[CH:25][C:24]([CH2:27][N:28]6[CH2:33][CH2:32][N:31]([C:34]([O:36][CH2:37][CH2:38][O:39][CH2:40]COC)=[O:35])[CH2:30][CH2:29]6)=[CH:23][CH:22]=5)[S:20][C:13]=34)=[C:9]([F:46])[CH:8]=2)[CH2:3][CH2:2]1. Product: [CH:1]1([NH:4][C:5](=[O:47])[NH:6][C:7]2[CH:45]=[CH:44][C:10]([O:11][C:12]3[CH:17]=[CH:16][N:15]=[C:14]4[CH:18]=[C:19]([C:21]5[N:26]=[CH:25][C:24]([CH2:27][N:28]6[CH2:29][CH2:30][N:31]([C:34]([O:36][CH2:37][CH2:38][O:39][CH3:40])=[O:35])[CH2:32][CH2:33]6)=[CH:23][CH:22]=5)[S:20][C:13]=34)=[C:9]([F:46])[CH:8]=2)[CH2:3][CH2:2]1. The catalyst class is: 141. (4) Reactant: [NH:1]1[C:9]2[CH:8]=[CH:7][CH:6]=[C:5]([C:10]#[N:11])[C:4]=2[CH:3]=[N:2]1.Br[CH2:13][C:14]([CH3:21])([CH3:20])[C:15]([O:17][CH2:18][CH3:19])=[O:16].C([O-])([O-])=O.[Cs+].[Cs+]. Product: [C:10]([C:5]1[CH:6]=[CH:7][CH:8]=[C:9]2[C:4]=1[CH:3]=[N:2][N:1]2[CH2:13][C:14]([CH3:21])([CH3:20])[C:15]([O:17][CH2:18][CH3:19])=[O:16])#[N:11]. The catalyst class is: 3. (5) Reactant: Br[C:2]1[CH:11]=[C:10]([N+:12]([O-:14])=[O:13])[CH:9]=[CH:8][C:3]=1[C:4]([O:6][CH3:7])=[O:5].[C:15]1(B(O)O)[C:24]2[C:19](=[CH:20][CH:21]=[CH:22][CH:23]=2)[CH:18]=[CH:17][CH:16]=1.C([O-])([O-])=O.[K+].[K+]. Product: [N+:12]([C:10]1[CH:9]=[CH:8][C:3]([C:4]([O:6][CH3:7])=[O:5])=[C:2]([C:23]2[C:24]3[C:19](=[CH:18][CH:17]=[CH:16][CH:15]=3)[CH:20]=[CH:21][CH:22]=2)[CH:11]=1)([O-:14])=[O:13]. The catalyst class is: 128. (6) Reactant: [CH3:1][C:2]1[C:6]([CH3:7])=[C:5]([NH:8][C:9](=[O:16])OCC(Cl)(Cl)Cl)[O:4][N:3]=1.[Cl:17][C:18]1[CH:23]=[C:22]([Cl:24])[CH:21]=[CH:20][C:19]=1[C:25]1[N:26]=[C:27]([N:30]2[CH2:35][CH2:34][NH:33][CH2:32][CH2:31]2)[S:28][CH:29]=1.C(N(C(C)C)CC)(C)C.O. Product: [Cl:17][C:18]1[CH:23]=[C:22]([Cl:24])[CH:21]=[CH:20][C:19]=1[C:25]1[N:26]=[C:27]([N:30]2[CH2:31][CH2:32][N:33]([C:9]([NH:8][C:5]3[O:4][N:3]=[C:2]([CH3:1])[C:6]=3[CH3:7])=[O:16])[CH2:34][CH2:35]2)[S:28][CH:29]=1. The catalyst class is: 16.